Dataset: Reaction yield outcomes from USPTO patents with 853,638 reactions. Task: Predict the reaction yield, written as a fraction of the theoretical maximum amount of product (1.0 means a 100% yield; for example, 0.34 means a 34% yield). (1) The reactants are [CH:1]([C:3]1[CH:8]=[CH:7][C:6]([C:9]#[C:10][C:11]2[CH:18]=[CH:17][C:14]([C:15]#[N:16])=[CH:13][CH:12]=2)=[CH:5][CH:4]=1)=O.[NH:19]1[CH2:24][CH2:23][O:22][CH2:21][CH2:20]1.C(O[BH-](OC(=O)C)OC(=O)C)(=O)C.[Na+]. The catalyst is C(Cl)(Cl)Cl. The product is [N:19]1([CH2:1][C:3]2[CH:8]=[CH:7][C:6]([C:9]#[C:10][C:11]3[CH:18]=[CH:17][C:14]([C:15]#[N:16])=[CH:13][CH:12]=3)=[CH:5][CH:4]=2)[CH2:24][CH2:23][O:22][CH2:21][CH2:20]1. The yield is 0.970. (2) The reactants are [CH3:1][N:2]1[CH2:7][CH2:6][NH:5][CH2:4][CH2:3]1.C([Li])CCC.Br[C:14]1[N:19]2[CH:20]=[C:21]([CH:23]=[O:24])[N:22]=[C:18]2[CH:17]=[CH:16][CH:15]=1.C(O)(=O)C(O)=O. The catalyst is O1CCCC1.C(O)(C)C. The product is [CH3:1][N:2]1[CH2:7][CH2:6][N:5]([C:14]2[N:19]3[CH:20]=[C:21]([CH:23]=[O:24])[N:22]=[C:18]3[CH:17]=[CH:16][CH:15]=2)[CH2:4][CH2:3]1. The yield is 0.540. (3) The reactants are [C:1]([C:3]1[C:4]([NH2:9])=[N:5][CH:6]=[CH:7][CH:8]=1)#[CH:2].[O:10]1[CH:14]=[CH:13][CH:12]=[C:11]1[CH2:15][CH2:16][C:17]1[CH:22]=[CH:21][C:20]([CH2:23][C:24](Cl)=[N:25][OH:26])=[CH:19][CH:18]=1.C(N(CC)CC)C. The catalyst is O1CCCC1. The product is [O:10]1[CH:14]=[CH:13][CH:12]=[C:11]1[CH2:15][CH2:16][C:17]1[CH:22]=[CH:21][C:20]([CH2:23][C:24]2[CH:2]=[C:1]([C:3]3[C:4]([NH2:9])=[N:5][CH:6]=[CH:7][CH:8]=3)[O:26][N:25]=2)=[CH:19][CH:18]=1. The yield is 0.408. (4) The reactants are [F:1][C:2]1([F:44])[CH2:7][CH2:6][C@H:5]([O:8][C:9]2[C:14]([CH3:15])=[CH:13][C:12]([S:16]([N:19](CC3C=CC(OC)=CC=3OC)[C:20]3[CH:25]=[CH:24][N:23]=[CH:22][N:21]=3)(=[O:18])=[O:17])=[C:11]([F:37])[CH:10]=2)[C@@H:4]([C:38]2[N:42]([CH3:43])[N:41]=[CH:40][CH:39]=2)[CH2:3]1.C([SiH](CC)CC)C.FC(F)(F)C(O)=O. The catalyst is ClCCl. The product is [F:44][C:2]1([F:1])[CH2:7][CH2:6][C@H:5]([O:8][C:9]2[C:14]([CH3:15])=[CH:13][C:12]([S:16]([NH:19][C:20]3[CH:25]=[CH:24][N:23]=[CH:22][N:21]=3)(=[O:18])=[O:17])=[C:11]([F:37])[CH:10]=2)[C@@H:4]([C:38]2[N:42]([CH3:43])[N:41]=[CH:40][CH:39]=2)[CH2:3]1. The yield is 0.990. (5) The reactants are C[N:2](C)/[CH:3]=[C:4](/[C:7]1[S:8][CH:9]=[C:10]([CH3:12])[N:11]=1)\[C:5]#[N:6].[NH4+:14].[OH-]. The catalyst is CC(O)=O.CO. The product is [CH3:12][C:10]1[N:11]=[C:7]([C:4]2[CH:3]=[N:2][NH:6][C:5]=2[NH2:14])[S:8][CH:9]=1. The yield is 0.240. (6) The reactants are Cl.ClC[C:4]1[CH:9]=[CH:8][CH:7]=[CH:6][N:5]=1.[CH3:10][NH2:11].[CH3:12]CO. No catalyst specified. The product is [CH3:10][N:11]([C:4]1[CH:9]=[CH:8][CH:7]=[CH:6][N:5]=1)[CH3:12]. The yield is 0.200. (7) The reactants are [OH:1][C:2]([CH3:35])([CH3:34])[CH2:3][C@@:4]1([C:28]2[CH:33]=[CH:32][CH:31]=[CH:30][CH:29]=2)[O:9][C:8](=[O:10])[N:7]([C@H:11]([C:13]2[CH:18]=[CH:17][C:16](B3OC(C)(C)C(C)(C)O3)=[CH:15][CH:14]=2)[CH3:12])[CH2:6][CH2:5]1.Br[C:37]1[CH:38]=[CH:39][C:40]([C:43]2([C:46]#[N:47])[CH2:45][CH2:44]2)=[N:41][CH:42]=1. No catalyst specified. The product is [OH:1][C:2]([CH3:34])([CH3:35])[CH2:3][C@@:4]1([C:28]2[CH:33]=[CH:32][CH:31]=[CH:30][CH:29]=2)[O:9][C:8](=[O:10])[N:7]([C@H:11]([C:13]2[CH:14]=[CH:15][C:16]([C:37]3[CH:38]=[CH:39][C:40]([C:43]4([C:46]#[N:47])[CH2:45][CH2:44]4)=[N:41][CH:42]=3)=[CH:17][CH:18]=2)[CH3:12])[CH2:6][CH2:5]1. The yield is 0.160. (8) The reactants are [CH3:1][O:2][C:3]([CH:5]1[CH2:10][CH2:9][CH2:8][NH:7][NH:6]1)=[O:4].[CH3:11][S:12][C:13]1[N:18]=[C:17]([C:19](Cl)=[O:20])[CH:16]=[CH:15][N:14]=1.C(N(CC)CC)C.Cl. The catalyst is C(Cl)Cl. The product is [CH3:1][O:2][C:3]([CH:5]1[CH2:10][CH2:9][CH2:8][N:7]([C:19]([C:17]2[CH:16]=[CH:15][N:14]=[C:13]([S:12][CH3:11])[N:18]=2)=[O:20])[NH:6]1)=[O:4]. The yield is 0.360. (9) The reactants are [CH3:1][CH:2]([CH2:7][CH2:8][CH3:9])[CH:3]([OH:6])[C:4]#[CH:5].N1C=CN=C1.[Si:15](Cl)([C:18]([CH3:21])([CH3:20])[CH3:19])([CH3:17])[CH3:16].[NH4+].[Cl-]. The catalyst is CN(C=O)C.CCOC(C)=O. The product is [C:18]([Si:15]([CH3:17])([CH3:16])[O:6][CH:3]([CH:2]([CH3:1])[CH2:7][CH2:8][CH3:9])[C:4]#[CH:5])([CH3:21])([CH3:20])[CH3:19]. The yield is 0.970.